Dataset: Retrosynthesis with 50K atom-mapped reactions and 10 reaction types from USPTO. Task: Predict the reactants needed to synthesize the given product. Given the product Cc1c(F)cc(C(=O)NC2CC2)cc1-c1ccc2c(cnn2-c2ccc(S(C)(=O)=O)cc2)c1, predict the reactants needed to synthesize it. The reactants are: CS(=O)(=O)c1ccc(-n2ncc3cc(Br)ccc32)cc1.Cc1c(F)cc(C(=O)NC2CC2)cc1B(O)O.